Predict the reactants needed to synthesize the given product. From a dataset of Full USPTO retrosynthesis dataset with 1.9M reactions from patents (1976-2016). (1) Given the product [F:15][C:13]1[CH:12]=[CH:11][C:10]2[O:16][C:17]3[CH:22]=[CH:21][CH:20]=[CH:19][C:18]=3[C:6]([CH2:5][CH2:4][CH2:3][CH2:2][Cl:1])=[N:8][C:9]=2[CH:14]=1, predict the reactants needed to synthesize it. The reactants are: [Cl:1][CH2:2][CH2:3][CH2:4][CH2:5][C:6]([NH:8][C:9]1[CH:14]=[C:13]([F:15])[CH:12]=[CH:11][C:10]=1[O:16][C:17]1[CH:22]=[CH:21][CH:20]=[CH:19][CH:18]=1)=O. (2) The reactants are: [CH:1]1([CH2:6][C@H:7]([C:21]2[CH:26]=[CH:25][C:24]([S:27]([CH3:30])(=[O:29])=[O:28])=[CH:23][CH:22]=2)[C:8]([NH:10][C:11]2[S:12][C:13]([S:16][CH2:17][C:18](O)=[O:19])=[CH:14][N:15]=2)=[O:9])[CH2:5][CH2:4][CH2:3][CH2:2]1.[C:31]([O:35][C:36]([N:38]1[CH2:43][CH2:42][NH:41][CH2:40][CH2:39]1)=[O:37])([CH3:34])([CH3:33])[CH3:32]. Given the product [C:31]([O:35][C:36]([N:38]1[CH2:43][CH2:42][N:41]([C:18](=[O:19])[CH2:17][S:16][C:13]2[S:12][C:11]([NH:10][C:8](=[O:9])[C@@H:7]([C:21]3[CH:26]=[CH:25][C:24]([S:27]([CH3:30])(=[O:28])=[O:29])=[CH:23][CH:22]=3)[CH2:6][CH:1]3[CH2:2][CH2:3][CH2:4][CH2:5]3)=[N:15][CH:14]=2)[CH2:40][CH2:39]1)=[O:37])([CH3:34])([CH3:32])[CH3:33], predict the reactants needed to synthesize it. (3) Given the product [CH2:4]([N:11]1[C:15]([C:16]([F:19])([F:18])[F:17])=[CH:14][C:13]([C:20]2[CH:25]=[CH:24][C:23]([Cl:26])=[CH:22][CH:21]=2)=[C:12]1[C:27]([N:29]([CH2:31][C:32]([CH3:38])([CH3:37])[C:33]([OH:35])=[O:34])[CH3:30])=[O:28])[C:5]1[CH:10]=[CH:9][CH:8]=[CH:7][CH:6]=1, predict the reactants needed to synthesize it. The reactants are: O[Li].O.[CH2:4]([N:11]1[C:15]([C:16]([F:19])([F:18])[F:17])=[CH:14][C:13]([C:20]2[CH:25]=[CH:24][C:23]([Cl:26])=[CH:22][CH:21]=2)=[C:12]1[C:27]([N:29]([CH2:31][C:32]([CH3:38])([CH3:37])[C:33]([O:35]C)=[O:34])[CH3:30])=[O:28])[C:5]1[CH:10]=[CH:9][CH:8]=[CH:7][CH:6]=1.OS([O-])(=O)=O.[K+].